The task is: Predict the reaction yield, written as a fraction of the theoretical maximum amount of product (1.0 means a 100% yield; for example, 0.34 means a 34% yield).. This data is from Reaction yield outcomes from USPTO patents with 853,638 reactions. (1) The reactants are Cl[C:2]1[N:7]=[C:6]([NH:8][C@@H:9]2[CH2:17][C@H:16]3[N:12]([CH2:13][CH2:14][CH2:15]3)[C:11]([CH3:19])([CH3:18])[CH2:10]2)[C:5]([F:20])=[CH:4][N:3]=1.[NH2:21][C:22]1[CH:42]=[CH:41][C:25]([O:26][C@H:27]2[CH2:32][CH2:31][N:30](C(OC(C)(C)C)=O)[CH2:29][C@@H:28]2[F:40])=[C:24]([Cl:43])[CH:23]=1.CC1C=CC(S(O)(=O)=O)=CC=1.Cl. The catalyst is CC(O)C.O1CCOCC1. The product is [Cl:43][C:24]1[CH:23]=[C:22]([NH:21][C:2]2[N:7]=[C:6]([NH:8][C@@H:9]3[CH2:17][C@H:16]4[N:12]([CH2:13][CH2:14][CH2:15]4)[C:11]([CH3:19])([CH3:18])[CH2:10]3)[C:5]([F:20])=[CH:4][N:3]=2)[CH:42]=[CH:41][C:25]=1[O:26][C@H:27]1[CH2:32][CH2:31][NH:30][CH2:29][C@@H:28]1[F:40]. The yield is 0.500. (2) The catalyst is CN(C)C=O. The product is [Br:23][C:10]1[N:9]([C:16]2[CH:17]=[CH:18][C:19]([Cl:22])=[CH:20][CH:21]=2)[C:8]([C:3]2[CH:4]=[CH:5][CH:6]=[CH:7][C:2]=2[Cl:1])=[N:12][C:11]=1[C:13]([OH:15])=[O:14]. The reactants are [Cl:1][C:2]1[CH:7]=[CH:6][CH:5]=[CH:4][C:3]=1[C:8]1[N:9]([C:16]2[CH:21]=[CH:20][C:19]([Cl:22])=[CH:18][CH:17]=2)[CH:10]=[C:11]([C:13]([OH:15])=[O:14])[N:12]=1.[Br:23]N1C(=O)CCC1=O. The yield is 0.500. (3) The reactants are [CH:1]1([NH2:4])[CH2:3][CH2:2]1.CCN(C(C)C)C(C)C.[CH3:14][C:15]([C:19]1[N:23]([CH2:24][CH:25]2[CH2:30][CH2:29][O:28][CH2:27][CH2:26]2)[C:22]2[CH:31]=[CH:32][C:33]([S:35]([N:38]3[CH:42]=[C:41]([C:43](O)=[O:44])[CH:40]=[N:39]3)(=[O:37])=[O:36])=[CH:34][C:21]=2[N:20]=1)([CH3:18])[CH2:16][CH3:17].CN(C(ON1N=NC2C=CC=NC1=2)=[N+](C)C)C.F[P-](F)(F)(F)(F)F. The catalyst is CN(C=O)C. The product is [CH:1]1([NH:4][C:43]([C:41]2[CH:40]=[N:39][N:38]([S:35]([C:33]3[CH:32]=[CH:31][C:22]4[N:23]([CH2:24][CH:25]5[CH2:30][CH2:29][O:28][CH2:27][CH2:26]5)[C:19]([C:15]([CH3:14])([CH3:18])[CH2:16][CH3:17])=[N:20][C:21]=4[CH:34]=3)(=[O:37])=[O:36])[CH:42]=2)=[O:44])[CH2:3][CH2:2]1. The yield is 0.420.